The task is: Predict the reactants needed to synthesize the given product.. This data is from Full USPTO retrosynthesis dataset with 1.9M reactions from patents (1976-2016). (1) The reactants are: Cl[CH2:2][C:3]1[N:4]=[CH:5][N:6](C(C2C=CC=CC=2)(C2C=CC=CC=2)C2C=CC=CC=2)[C:7]=1[CH3:8].[Cl:28][C:29]1[CH:34]=[CH:33][C:32]([SH:35])=[CH:31][CH:30]=1. Given the product [Cl:28][C:29]1[CH:34]=[CH:33][C:32]([S:35][CH2:2][C:3]2[N:4]=[CH:5][NH:6][C:7]=2[CH3:8])=[CH:31][CH:30]=1, predict the reactants needed to synthesize it. (2) Given the product [CH3:10][C:1]1[CH:6]=[CH:5][CH:4]=[CH:3][C:2]=1[C:12]1[CH:17]=[CH:16][C:15]([C:2]2[CH:3]=[CH:4][CH:5]=[CH:6][C:1]=2[CH3:10])=[CH:14][C:13]=1[N+:19]([O-:21])=[O:20], predict the reactants needed to synthesize it. The reactants are: [C:1]1([CH3:10])[CH:6]=[CH:5][CH:4]=[CH:3][C:2]=1B(O)O.Br[C:12]1[CH:17]=[CH:16][C:15](Br)=[CH:14][C:13]=1[N+:19]([O-:21])=[O:20].C(=O)([O-])[O-].[K+].[K+]. (3) Given the product [C:26]([NH:34][CH2:6][C@@H:7]1[O:11][C:10](=[O:12])[N:9]([C:13]2[CH:18]=[CH:17][C:16]([N:19]3[CH2:24][CH2:23][O:22][CH2:21][C:20]3=[O:25])=[CH:15][CH:14]=2)[CH2:8]1)([CH2:29][C:30]([CH3:33])([CH3:32])[CH3:31])([CH3:28])[CH3:27], predict the reactants needed to synthesize it. The reactants are: CS(O[CH2:6][C@@H:7]1[O:11][C:10](=[O:12])[N:9]([C:13]2[CH:18]=[CH:17][C:16]([N:19]3[CH2:24][CH2:23][O:22][CH2:21][C:20]3=[O:25])=[CH:15][CH:14]=2)[CH2:8]1)(=O)=O.[C:26]([NH2:34])([CH2:29][C:30]([CH3:33])([CH3:32])[CH3:31])([CH3:28])[CH3:27]. (4) The reactants are: [OH-:1].[Na+].[OH2:3].[NH2:4][C:5]1[N:10]=[CH:9][N:8]=[C:7]2[N:11]([CH:15]([C:17]3[C:18]([O:33][CH3:34])=[C:19]([C:25]4[CH:26]=[N:27][CH:28]=[C:29]([CH:32]=4)[C:30]#N)[C:20]([CH3:24])=[C:21]([Cl:23])[CH:22]=3)[CH3:16])[N:12]=[C:13]([CH3:14])[C:6]=12.[ClH:35]. Given the product [ClH:23].[ClH:35].[NH2:4][C:5]1[N:10]=[CH:9][N:8]=[C:7]2[N:11]([CH:15]([C:17]3[C:18]([O:33][CH3:34])=[C:19]([C:25]4[CH:26]=[N:27][CH:28]=[C:29]([CH:32]=4)[C:30]([OH:3])=[O:1])[C:20]([CH3:24])=[C:21]([Cl:23])[CH:22]=3)[CH3:16])[N:12]=[C:13]([CH3:14])[C:6]=12, predict the reactants needed to synthesize it. (5) Given the product [CH3:1][C:2]1[CH:7]=[CH:6][CH:5]=[C:4]([CH3:8])[C:3]=1[CH2:9][C:10]1[NH:11][CH:14]([CH3:15])[CH2:13][N:12]=1, predict the reactants needed to synthesize it. The reactants are: [CH3:1][C:2]1[CH:7]=[CH:6][CH:5]=[C:4]([CH3:8])[C:3]=1[CH2:9][C:10]#[N:11].[NH2:12][CH2:13][CH:14](N)[CH3:15]. (6) The reactants are: [F:1][C:2]1[CH:7]=[CH:6][CH:5]=[CH:4][C:3]=1[N:8]1[CH2:13][CH2:12][N:11]([CH:14]2[CH2:19][CH:18]=[C:17]([C:20]3[CH:25]=[CH:24][CH:23]=[C:22]([O:26][CH3:27])[CH:21]=3)[CH2:16][CH2:15]2)[CH2:10][CH2:9]1. Given the product [F:1][C:2]1[CH:7]=[CH:6][CH:5]=[CH:4][C:3]=1[N:8]1[CH2:13][CH2:12][N:11]([C@H:14]2[CH2:19][CH2:18][C@H:17]([C:20]3[CH:25]=[CH:24][CH:23]=[C:22]([O:26][CH3:27])[CH:21]=3)[CH2:16][CH2:15]2)[CH2:10][CH2:9]1, predict the reactants needed to synthesize it.